Predict the reactants needed to synthesize the given product. From a dataset of Full USPTO retrosynthesis dataset with 1.9M reactions from patents (1976-2016). Given the product [CH:1]1([O:6][C:7](=[O:51])[CH:8]([NH2:43])[CH2:9][CH2:10][O:11][C:12]2[CH:21]=[C:20]3[C:15]([C:16]([O:25][C:26]4[CH:27]=[CH:28][C:29]([NH:32][C:33](=[O:40])[C:34]5[CH:35]=[CH:36][CH:37]=[CH:38][CH:39]=5)=[CH:30][CH:31]=4)=[C:17]([CH:22]4[CH2:23][CH2:24]4)[CH:18]=[N:19]3)=[CH:14][C:13]=2[O:41][CH3:42])[CH2:2][CH2:3][CH2:4][CH2:5]1, predict the reactants needed to synthesize it. The reactants are: [CH:1]1([O:6][C:7](=[O:51])[CH:8]([NH:43]C(OC(C)(C)C)=O)[CH2:9][CH2:10][O:11][C:12]2[CH:21]=[C:20]3[C:15]([C:16]([O:25][C:26]4[CH:31]=[CH:30][C:29]([NH:32][C:33](=[O:40])[C:34]5[CH:39]=[CH:38][CH:37]=[CH:36][CH:35]=5)=[CH:28][CH:27]=4)=[C:17]([CH:22]4[CH2:24][CH2:23]4)[CH:18]=[N:19]3)=[CH:14][C:13]=2[O:41][CH3:42])[CH2:5][CH2:4][CH2:3][CH2:2]1.Cl.O1CCOCC1.